From a dataset of Reaction yield outcomes from USPTO patents with 853,638 reactions. Predict the reaction yield, written as a fraction of the theoretical maximum amount of product (1.0 means a 100% yield; for example, 0.34 means a 34% yield). (1) The reactants are [Br:1][C:2]1[N:6]([S:7]([C:10]2[CH:15]=[CH:14][C:13]([O:16][CH3:17])=[CH:12][CH:11]=2)(=[O:9])=[O:8])[CH:5]=[C:4]([C:18](OC)=[O:19])[CH:3]=1.[H-].C([Al+]CC(C)C)C(C)C.Cl. The catalyst is O1CCCC1.C1(C)C=CC=CC=1. The product is [Br:1][C:2]1[N:6]([S:7]([C:10]2[CH:11]=[CH:12][C:13]([O:16][CH3:17])=[CH:14][CH:15]=2)(=[O:8])=[O:9])[CH:5]=[C:4]([CH:18]=[O:19])[CH:3]=1. The yield is 0.750. (2) The reactants are [F:1][C:2]1[CH:7]=[CH:6][C:5]([C:8]2[NH:12][C:11]3[C:13]([OH:20])=[CH:14][CH:15]=[C:16]([C:17]([OH:19])=[O:18])[C:10]=3[N:9]=2)=[CH:4][CH:3]=1.OS(O)(=O)=O.[CH3:26]O. No catalyst specified. The product is [CH3:26][O:18][C:17]([C:16]1[C:10]2[N:9]=[C:8]([C:5]3[CH:4]=[CH:3][C:2]([F:1])=[CH:7][CH:6]=3)[NH:12][C:11]=2[C:13]([OH:20])=[CH:14][CH:15]=1)=[O:19]. The yield is 0.760. (3) The reactants are [F:1][C:2]([F:12])([F:11])[C:3]1[CH:4]=[N:5][CH:6]=[C:7]([CH:10]=1)[C:8]#[N:9].[BH4-].[Na+].Cl.[NH4+].[OH-]. The catalyst is CCO. The product is [F:11][C:2]([F:1])([F:12])[C:3]1[CH:10]=[C:7]([CH2:8][NH2:9])[CH:6]=[N:5][CH:4]=1. The yield is 0.310. (4) The reactants are Br[C:2]1[CH:7]=[CH:6][CH:5]=[C:4]([O:8][CH3:9])[N:3]=1.[CH3:10][N:11](C=O)C. The catalyst is O. The product is [CH3:9][O:8][C:4]1[N:3]=[C:2]([C:10]#[N:11])[CH:7]=[CH:6][CH:5]=1. The yield is 0.390. (5) The reactants are O[CH2:2][C:3]1[CH:12]=[N:11][C:10]2[N:9]3[CH2:13][CH2:14][CH2:15][CH2:16][CH:8]3[C:7](=[O:17])[NH:6][C:5]=2[CH:4]=1.[CH2:18]([NH:20][C:21](=[O:34])[C:22]1[CH:27]=[CH:26][C:25]([N:28]2[CH2:33][CH2:32][NH:31][CH2:30][CH2:29]2)=[CH:24][CH:23]=1)[CH3:19].[I-].C(C[P+](C)(C)C)#N.C(N(CC)C(C)C)(C)C. The catalyst is C(#N)CC. The product is [CH2:18]([NH:20][C:21](=[O:34])[C:22]1[CH:23]=[CH:24][C:25]([N:28]2[CH2:29][CH2:30][N:31]([CH2:2][C:3]3[CH:12]=[N:11][C:10]4[N:9]5[CH2:13][CH2:14][CH2:15][CH2:16][CH:8]5[C:7](=[O:17])[NH:6][C:5]=4[CH:4]=3)[CH2:32][CH2:33]2)=[CH:26][CH:27]=1)[CH3:19]. The yield is 0.582. (6) The catalyst is CO.O. The product is [Cl:23][C:18]1[CH:17]=[C:16]([C:14]2[N:15]=[C:11]([C:9]3[CH:10]=[C:5]([C:3]([OH:4])=[O:2])[C:6]([C:24]4[CH:29]=[CH:28][C:27]([C:30](=[O:31])[NH:38][CH2:37][CH2:36][CH2:35][N:34]([CH3:39])[CH3:33])=[CH:26][CH:25]=4)=[CH:7][CH:8]=3)[S:12][CH:13]=2)[CH:21]=[CH:20][C:19]=1[Cl:22]. The yield is 0.890. The reactants are C[O:2][C:3]([C:5]1[C:6]([C:24]2[CH:29]=[CH:28][C:27]([C:30](O)=[O:31])=[CH:26][CH:25]=2)=[CH:7][CH:8]=[C:9]([C:11]2[S:12][CH:13]=[C:14]([C:16]3[CH:21]=[CH:20][C:19]([Cl:22])=[C:18]([Cl:23])[CH:17]=3)[N:15]=2)[CH:10]=1)=[O:4].[CH3:33][N:34]([CH3:39])[CH2:35][CH2:36][CH2:37][NH2:38].C1COCC1.O.[OH-].[Li+]. (7) The reactants are [CH:1]1([C:6]2[CH:11]=[C:10]([O:12][CH2:13][C:14]3[CH:19]=[CH:18][CH:17]=[CH:16][CH:15]=3)[CH:9]=[CH:8][C:7]=2B(O)O)[CH2:5][CH2:4][CH2:3][CH2:2]1.Br[C:24]1[CH:29]=[CH:28][CH:27]=[C:26]([N:30]2[C:34]([CH3:35])=[CH:33][CH:32]=[C:31]2[CH3:36])[N:25]=1. The catalyst is [Pd]. The product is [CH:1]1([C:6]2[CH:11]=[C:10]([O:12][CH2:13][C:14]3[CH:19]=[CH:18][CH:17]=[CH:16][CH:15]=3)[CH:9]=[CH:8][C:7]=2[C:24]2[CH:29]=[CH:28][CH:27]=[C:26]([N:30]3[C:34]([CH3:35])=[CH:33][CH:32]=[C:31]3[CH3:36])[N:25]=2)[CH2:5][CH2:4][CH2:3][CH2:2]1. The yield is 0.580. (8) The reactants are C[O:2][C:3](=[O:39])[C@@H:4]([N:12]([CH2:27][C:28]1[CH:33]=[CH:32][C:31]([CH2:34][CH2:35][CH2:36][CH2:37][CH3:38])=[CH:30][CH:29]=1)[C:13](=[O:26])[CH:14]=[CH:15][C:16]1[CH:21]=[CH:20][C:19]([C:22]([F:25])([F:24])[F:23])=[CH:18][CH:17]=1)[CH2:5][C:6]1[CH:11]=[CH:10][CH:9]=[CH:8][CH:7]=1.C(O)(=O)CC(CC(O)=O)(C(O)=O)O. The catalyst is CO. The product is [CH2:34]([C:31]1[CH:32]=[CH:33][C:28]([CH2:27][N:12]([C:13](=[O:26])[CH:14]=[CH:15][C:16]2[CH:17]=[CH:18][C:19]([C:22]([F:24])([F:25])[F:23])=[CH:20][CH:21]=2)[C@@H:4]([CH2:5][C:6]2[CH:11]=[CH:10][CH:9]=[CH:8][CH:7]=2)[C:3]([OH:39])=[O:2])=[CH:29][CH:30]=1)[CH2:35][CH2:36][CH2:37][CH3:38]. The yield is 1.00. (9) The reactants are [CH3:1][CH:2]([Si:4]([CH:16]([CH3:18])[CH3:17])([CH:13]([CH3:15])[CH3:14])[O:5][C:6]1[CH:12]=[CH:11][C:9]([NH2:10])=[CH:8][CH:7]=1)[CH3:3].Br[C:20]1[CH:25]=[CH:24][C:23]([N+:26]([O-:28])=[O:27])=[C:22]([C:29]([F:32])([F:31])[F:30])[CH:21]=1.C(O[Na])(C)(C)C. The catalyst is C1(C)C=CC=CC=1.C1C=CC(/C=C/C(/C=C/C2C=CC=CC=2)=O)=CC=1.C1C=CC(/C=C/C(/C=C/C2C=CC=CC=2)=O)=CC=1.C1C=CC(/C=C/C(/C=C/C2C=CC=CC=2)=O)=CC=1.[Pd].[Pd].C1C=CC(P(C2C(C3C(P(C4C=CC=CC=4)C4C=CC=CC=4)=CC=C4C=3C=CC=C4)=C3C(C=CC=C3)=CC=2)C2C=CC=CC=2)=CC=1. The product is [N+:26]([C:23]1[CH:24]=[CH:25][C:20]([NH:10][C:9]2[CH:11]=[CH:12][C:6]([O:5][Si:4]([CH:16]([CH3:18])[CH3:17])([CH:2]([CH3:1])[CH3:3])[CH:13]([CH3:15])[CH3:14])=[CH:7][CH:8]=2)=[CH:21][C:22]=1[C:29]([F:30])([F:31])[F:32])([O-:28])=[O:27]. The yield is 0.310.